From a dataset of Catalyst prediction with 721,799 reactions and 888 catalyst types from USPTO. Predict which catalyst facilitates the given reaction. (1) Reactant: [CH2:1]([CH:8]([C:11](=O)[CH3:12])[C:9]#[N:10])[C:2]1[CH:7]=[CH:6][CH:5]=[CH:4][CH:3]=1.[NH2:14][NH2:15].O. Product: [CH2:1]([C:8]1[C:11]([CH3:12])=[N:14][NH:15][C:9]=1[NH2:10])[C:2]1[CH:7]=[CH:6][CH:5]=[CH:4][CH:3]=1. The catalyst class is: 8. (2) The catalyst class is: 15. Product: [Br:1][C:2]1[CH:10]=[C:9]2[C:5]([CH2:6][CH2:7][N:8]2[CH3:12])=[C:4]([F:11])[CH:3]=1. Reactant: [Br:1][C:2]1[CH:10]=[C:9]2[C:5]([CH:6]=[CH:7][NH:8]2)=[C:4]([F:11])[CH:3]=1.[C:12]([BH3-])#N.[Na+].C=O. (3) Reactant: [CH3:1][N:2]([CH3:16])[C:3]1([C:10]2[CH:15]=[CH:14][CH:13]=[CH:12][CH:11]=2)[CH2:8][CH2:7][CH:6]([OH:9])[CH2:5][CH2:4]1.[CH3:17][C:18]([CH3:21])([O-])[CH3:19].[K+].[F:23][C:24]1[CH:25]=C(C=C[CH:31]=1)CCl. Product: [F:23][C:24]1[CH:25]=[CH:21][C:18]([CH2:19][O:9][CH:6]2[CH2:7][CH2:8][C:3]([N:2]([CH3:16])[CH3:1])([C:10]3[CH:15]=[CH:14][CH:13]=[CH:12][CH:11]=3)[CH2:4][CH2:5]2)=[CH:17][CH:31]=1. The catalyst class is: 9. (4) Reactant: CS([C:5]1[N:10]=[C:9]([O:11][C:12]2[CH:17]=[CH:16][C:15]([F:18])=[C:14]([F:19])[CH:13]=2)[C:8]([C:20]2[CH:25]=[CH:24][C:23]([Cl:26])=[CH:22][CH:21]=2)=[C:7]([C:27]2[CH:32]=[CH:31][C:30]([Cl:33])=[CH:29][C:28]=2[Cl:34])[N:6]=1)(=O)=O.[NH:35]1[CH2:39][CH2:38][CH2:37][CH2:36]1. The catalyst class is: 1. Product: [N:35]1([C:5]2[N:10]=[C:9]([O:11][C:12]3[CH:17]=[CH:16][C:15]([F:18])=[C:14]([F:19])[CH:13]=3)[C:8]([C:20]3[CH:25]=[CH:24][C:23]([Cl:26])=[CH:22][CH:21]=3)=[C:7]([C:27]3[CH:32]=[CH:31][C:30]([Cl:33])=[CH:29][C:28]=3[Cl:34])[N:6]=2)[CH2:39][CH2:38][CH2:37][CH2:36]1. (5) Reactant: [OH:1][CH2:2][CH2:3][CH2:4][CH2:5][CH2:6][CH2:7][CH2:8][CH2:9][NH:10][C:11](=[O:17])[O:12][C:13]([CH3:16])([CH3:15])[CH3:14].CCN(CC)CC.[CH3:25][C:26]1[CH:31]=[CH:30][C:29]([S:32](Cl)(=[O:34])=[O:33])=[CH:28][CH:27]=1. Product: [CH3:25][C:26]1[CH:31]=[CH:30][C:29]([S:32]([O:1][CH2:2][CH2:3][CH2:4][CH2:5][CH2:6][CH2:7][CH2:8][CH2:9][NH:10][C:11]([O:12][C:13]([CH3:14])([CH3:16])[CH3:15])=[O:17])(=[O:34])=[O:33])=[CH:28][CH:27]=1. The catalyst class is: 64. (6) Reactant: [CH2:1]([S:8][S:9][CH2:10][CH2:11][C@H:12]([NH2:16])[C:13]([OH:15])=[O:14])[CH2:2][C@H:3]([NH2:7])[C:4]([OH:6])=[O:5].[OH-:17].[Na+].Cl[C:20]([O:22][CH2:23][C:24]1[CH:29]=[CH:28][CH:27]=[CH:26][CH:25]=1)=[O:21]. Product: [S:8]([CH2:1][CH2:2][CH:3]([NH:7][C:20]([O:22][CH2:23][C:24]1[CH:29]=[CH:28][CH:27]=[CH:26][CH:25]=1)=[O:17])[C:4]([OH:6])=[O:5])[S:9][CH2:10][CH2:11][CH:12]([NH:16][C:20]([O:22][CH2:23][C:24]1[CH:29]=[CH:28][CH:27]=[CH:26][CH:25]=1)=[O:21])[C:13]([OH:15])=[O:14]. The catalyst class is: 1. (7) Reactant: C(N(CC)CC)C.I[C:9]1[CH:21]=[CH:20][C:12]2[S:13][C:14]([C:16]([O:18][CH3:19])=[O:17])=[CH:15][C:11]=2[CH:10]=1.[Cl:22][C:23]1[CH:28]=[CH:27][C:26]([C:29]2[CH:30]=[CH:31][C:32]([C:35]#[CH:36])=[N:33][CH:34]=2)=[CH:25][CH:24]=1.CCOC(C)=O. Product: [Cl:22][C:23]1[CH:24]=[CH:25][C:26]([C:29]2[CH:30]=[CH:31][C:32]([C:35]#[C:36][C:9]3[CH:21]=[CH:20][C:12]4[S:13][C:14]([C:16]([O:18][CH3:19])=[O:17])=[CH:15][C:11]=4[CH:10]=3)=[N:33][CH:34]=2)=[CH:27][CH:28]=1. The catalyst class is: 356.